The task is: Predict which catalyst facilitates the given reaction.. This data is from Catalyst prediction with 721,799 reactions and 888 catalyst types from USPTO. (1) Reactant: [N+:1]([C:4]1[CH:5]=[C:6]([C:10](=[O:12])[CH3:11])[CH:7]=[CH:8][CH:9]=1)([O-:3])=[O:2].[BH4-].[Na+]. Product: [N+:1]([C:4]1[CH:5]=[C:6]([CH:10]([OH:12])[CH3:11])[CH:7]=[CH:8][CH:9]=1)([O-:3])=[O:2]. The catalyst class is: 138. (2) Reactant: [C:1]1([SH:7])[CH:6]=[CH:5][CH:4]=[CH:3][CH:2]=1.C(N(CC)CC)C.[N+:15]([C:18]1[CH:25]=[CH:24][C:21]([CH2:22]Br)=[CH:20][CH:19]=1)([O-:17])=[O:16].O. Product: [N+:15]([C:18]1[CH:25]=[CH:24][C:21]([CH2:22][S:7][C:1]2[CH:6]=[CH:5][CH:4]=[CH:3][CH:2]=2)=[CH:20][CH:19]=1)([O-:17])=[O:16]. The catalyst class is: 1. (3) Reactant: [NH2:1][C@H:2]([C:7]([OH:9])=[O:8])[C:3]([CH3:6])([CH3:5])[CH3:4].C(=O)([O-])[O-].[Cs+].[Cs+].I[C:17]1[CH:24]=[CH:23][C:20]([C:21]#[N:22])=[CH:19][CH:18]=1. Product: [C:21]([C:20]1[CH:23]=[CH:24][C:17]([NH:1][C@@H:2]([C:3]([CH3:6])([CH3:5])[CH3:4])[C:7]([OH:9])=[O:8])=[CH:18][CH:19]=1)#[N:22]. The catalyst class is: 185. (4) Reactant: [NH2:1][C:2]1[C:7]([CH2:8][CH2:9][CH3:10])=[C:6]([CH2:11][N:12]2[CH:16]=[CH:15][N:14]=[C:13]2[C:17]2[CH:22]=[CH:21][CH:20]=[C:19]([F:23])[N:18]=2)[N:5]=[C:4]([CH3:24])[N:3]=1.Cl[CH2:26][CH:27]=O. Product: [F:23][C:19]1[N:18]=[C:17]([C:13]2[N:12]([CH2:11][C:6]3[N:5]=[C:4]([CH3:24])[N:3]4[CH:26]=[CH:27][N:1]=[C:2]4[C:7]=3[CH2:8][CH2:9][CH3:10])[CH:16]=[CH:15][N:14]=2)[CH:22]=[CH:21][CH:20]=1. The catalyst class is: 3. (5) Reactant: [CH2:1]([C@H:8]1[C@@H:14]([N:15](CC2C=CC=CC=2)CC2C=CC=CC=2)[C:13](=[O:30])[NH:12][C:11]2[CH:31]=[C:32]([F:35])[CH:33]=[CH:34][C:10]=2[O:9]1)[C:2]1[CH:7]=[CH:6][CH:5]=[CH:4][CH:3]=1. Product: [NH2:15][C@H:14]1[C:13](=[O:30])[NH:12][C:11]2[CH:31]=[C:32]([F:35])[CH:33]=[CH:34][C:10]=2[O:9][C@H:8]1[CH2:1][C:2]1[CH:3]=[CH:4][CH:5]=[CH:6][CH:7]=1. The catalyst class is: 19. (6) Reactant: [C:1]1([CH3:17])[CH:6]=[CH:5][C:4]([C:7]2[O:8][C:9]3[CH:15]=[CH:14][C:13]([NH2:16])=[CH:12][C:10]=3[N:11]=2)=[CH:3][CH:2]=1.C(O)(=O)C.[CH:22](=O)[C:23]1[CH:28]=[CH:27][N:26]=[CH:25][CH:24]=1.C(O[BH-](OC(=O)C)OC(=O)C)(=O)C.[Na+]. Product: [N:26]1[CH:27]=[CH:28][C:23]([CH2:22][NH:16][C:13]2[CH:14]=[CH:15][C:9]3[O:8][C:7]([C:4]4[CH:3]=[CH:2][C:1]([CH3:17])=[CH:6][CH:5]=4)=[N:11][C:10]=3[CH:12]=2)=[CH:24][CH:25]=1. The catalyst class is: 417. (7) Reactant: [CH3:1][NH2:2].[Br:3][C:4]1[CH:5]=[CH:6][C:7]([NH:10][CH2:11][C:12]([O:14]C)=O)=[N:8][CH:9]=1. Product: [Br:3][C:4]1[CH:5]=[CH:6][C:7]([NH:10][CH2:11][C:12]([NH:2][CH3:1])=[O:14])=[N:8][CH:9]=1. The catalyst class is: 5.